Dataset: Reaction yield outcomes from USPTO patents with 853,638 reactions. Task: Predict the reaction yield, written as a fraction of the theoretical maximum amount of product (1.0 means a 100% yield; for example, 0.34 means a 34% yield). (1) The reactants are [F:1][C:2]1[CH:7]=[CH:6][C:5]([CH2:8][C:9]2[CH:18]=[C:17]3[C:12]([C:13]([OH:26])=[C:14]([C:21](OCC)=[O:22])[C:15](=[O:20])[N:16]3[CH3:19])=[N:11][CH:10]=2)=[CH:4][CH:3]=1.[NH2:27][CH2:28][CH:29]([OH:32])[CH2:30][OH:31]. No catalyst specified. The product is [OH:32][CH:29]([CH2:30][OH:31])[CH2:28][NH:27][C:21]([C:14]1[C:15](=[O:20])[N:16]([CH3:19])[C:17]2[C:12]([C:13]=1[OH:26])=[N:11][CH:10]=[C:9]([CH2:8][C:5]1[CH:4]=[CH:3][C:2]([F:1])=[CH:7][CH:6]=1)[CH:18]=2)=[O:22]. The yield is 0.910. (2) The reactants are [NH2:1][C:2]1[CH:7]=[CH:6][C:5]([C:8]2[N:13]=[C:12]([N:14]3[CH:19]([CH3:20])[CH2:18][O:17][CH2:16][CH:15]3[CH3:21])[N:11]=[C:10]([C:22]3[CH:27]=[CH:26][C:25]([NH:28][C:29]([NH:31][CH3:32])=[O:30])=[CH:24][CH:23]=3)[N:9]=2)=[CH:4][CH:3]=1.[N:33]1[CH:38]=[CH:37][CH:36]=[C:35]([NH:39][C:40](=O)[O:41]C2C=CC=CC=2)[CH:34]=1. No catalyst specified. The product is [CH3:21][CH:15]1[CH2:16][O:17][CH2:18][CH:19]([CH3:20])[N:14]1[C:12]1[N:11]=[C:10]([C:22]2[CH:27]=[CH:26][C:25]([NH:28][C:29](=[O:30])[NH:31][CH3:32])=[CH:24][CH:23]=2)[N:9]=[C:8]([C:5]2[CH:4]=[CH:3][C:2]([NH:1][C:40]([NH:39][C:35]3[CH:34]=[N:33][CH:38]=[CH:37][CH:36]=3)=[O:41])=[CH:7][CH:6]=2)[N:13]=1. The yield is 0.0600. (3) The reactants are Br.[CH:2]([C:5]1[C:6]([CH2:11][N:12]([CH2:20][C:21]2[C:26]([CH3:27])=[CH:25][CH:24]=[CH:23][N:22]=2)[CH:13]2[CH2:18][CH2:17][CH:16]([NH2:19])[CH2:15][CH2:14]2)=[N:7][CH:8]=[CH:9][CH:10]=1)([CH3:4])[CH3:3].[C:28]([N:35]1C=CN=C1)(N1C=CN=C1)=[O:29].N[OH:41].Cl.CCN(C(C)C)C(C)C. The catalyst is C1COCC1.CN(C=O)C. The product is [CH:2]([C:5]1[C:6]([CH2:11][N:12]([CH2:20][C:21]2[C:26]([CH3:27])=[CH:25][CH:24]=[CH:23][N:22]=2)[C@H:13]2[CH2:14][CH2:15][C@H:16]([NH:19][C:28]([NH:35][OH:41])=[O:29])[CH2:17][CH2:18]2)=[N:7][CH:8]=[CH:9][CH:10]=1)([CH3:4])[CH3:3]. The yield is 0.460. (4) The reactants are [CH2:1]([O:3][C:4]([C:6]1[N:7]=[CH:8][N:9]2[C:15]=1[CH2:14][N:13](C(OC(C)(C)C)=O)[CH2:12][C:11]1[CH:23]=[CH:24][CH:25]=[CH:26][C:10]2=1)=[O:5])[CH3:2].[F:27][C:28]([F:33])([F:32])[C:29]([OH:31])=[O:30]. The product is [F:27][C:28]([F:33])([F:32])[C:29]([OH:31])=[O:30].[CH2:1]([O:3][C:4]([C:6]1[N:7]=[CH:8][N:9]2[C:15]=1[CH2:14][NH:13][CH2:12][C:11]1[CH:23]=[CH:24][CH:25]=[CH:26][C:10]2=1)=[O:5])[CH3:2]. The yield is 0.930. The catalyst is C(Cl)Cl. (5) The reactants are [N+:1]([CH:4]1[CH:11]2[CH2:12][CH:7]3[CH2:8][CH:9]([CH2:13][CH:5]1[CH2:6]3)[CH2:10]2)([O-:3])=[O:2].[CH:14]([C:16]([CH3:18])=[O:17])=[CH2:15].[OH-]. The catalyst is CCOCC. The product is [N+:1]([C:4]1([CH2:15][CH2:14][C:16](=[O:17])[CH3:18])[CH:5]2[CH2:13][CH:9]3[CH2:8][CH:7]([CH2:12][CH:11]1[CH2:10]3)[CH2:6]2)([O-:3])=[O:2]. The yield is 0.360. (6) The reactants are [N:1]1[CH:6]=[CH:5][CH:4]=[C:3]([S:7]([OH:10])(=O)=[O:8])[CH:2]=1.P(Cl)(Cl)(Cl)(Cl)[Cl:12].P(Cl)(Cl)(Cl)=O. The catalyst is C(Cl)(Cl)Cl. The product is [N:1]1[CH:6]=[CH:5][CH:4]=[C:3]([S:7]([Cl:12])(=[O:10])=[O:8])[CH:2]=1. The yield is 0.840. (7) The reactants are [CH3:1][C:2]1[CH:7]=[CH:6][N:5]=[CH:4][C:3]=1[N:8]1[CH2:12][CH2:11][NH:10][C:9]1=[O:13].Br[C:15]1[CH:20]=[CH:19][C:18]([Cl:21])=[C:17]([F:22])[CH:16]=1.N[C@@H]1CCCC[C@H]1N.P([O-])([O-])([O-])=O.[K+].[K+].[K+]. The catalyst is [Cu](I)I.O1CCOCC1. The product is [Cl:21][C:18]1[CH:19]=[CH:20][C:15]([N:10]2[CH2:11][CH2:12][N:8]([C:3]3[CH:4]=[N:5][CH:6]=[CH:7][C:2]=3[CH3:1])[C:9]2=[O:13])=[CH:16][C:17]=1[F:22]. The yield is 0.730.